Dataset: Full USPTO retrosynthesis dataset with 1.9M reactions from patents (1976-2016). Task: Predict the reactants needed to synthesize the given product. The reactants are: C[O:2][C:3](=[O:29])[C:4]1[CH:9]=[CH:8][C:7]([C:10]2[O:14][N:13]=[C:12]([CH3:15])[C:11]=2[NH:16][C:17]([O:19][CH:20]([C:22]2[CH:27]=[CH:26][CH:25]=[CH:24][C:23]=2[Cl:28])[CH3:21])=[O:18])=[CH:6][CH:5]=1.[Li+].[OH-]. Given the product [Cl:28][C:23]1[CH:24]=[CH:25][CH:26]=[CH:27][C:22]=1[CH:20]([O:19][C:17]([NH:16][C:11]1[C:12]([CH3:15])=[N:13][O:14][C:10]=1[C:7]1[CH:6]=[CH:5][C:4]([C:3]([OH:29])=[O:2])=[CH:9][CH:8]=1)=[O:18])[CH3:21], predict the reactants needed to synthesize it.